This data is from Peptide-MHC class I binding affinity with 185,985 pairs from IEDB/IMGT. The task is: Regression. Given a peptide amino acid sequence and an MHC pseudo amino acid sequence, predict their binding affinity value. This is MHC class I binding data. (1) The peptide sequence is RWFWFCLLL. The MHC is Patr-A0901 with pseudo-sequence Patr-A0901. The binding affinity (normalized) is 1.00. (2) The peptide sequence is GFLKNYPEL. The MHC is HLA-A24:03 with pseudo-sequence HLA-A24:03. The binding affinity (normalized) is 0.666. (3) The peptide sequence is VRLLAHVI. The MHC is Mamu-B08 with pseudo-sequence Mamu-B08. The binding affinity (normalized) is 0.280. (4) The peptide sequence is FPFKYAAAF. The MHC is HLA-B45:01 with pseudo-sequence HLA-B45:01. The binding affinity (normalized) is 0.0363. (5) The peptide sequence is CTLYVTVFY. The MHC is Mamu-B8301 with pseudo-sequence Mamu-B8301. The binding affinity (normalized) is 0.251. (6) The peptide sequence is SACANGWIQY. The MHC is HLA-A33:01 with pseudo-sequence HLA-A33:01. The binding affinity (normalized) is 0.0195. (7) The peptide sequence is AENGWGFYF. The MHC is HLA-B44:02 with pseudo-sequence HLA-B44:02. The binding affinity (normalized) is 0.190. (8) The peptide sequence is AERKQREAL. The MHC is Mamu-A11 with pseudo-sequence Mamu-A11. The binding affinity (normalized) is 0.847. (9) The peptide sequence is SGDLKTQIDQV. The MHC is HLA-A02:01 with pseudo-sequence HLA-A02:01. The binding affinity (normalized) is 0.111.